Dataset: Catalyst prediction with 721,799 reactions and 888 catalyst types from USPTO. Task: Predict which catalyst facilitates the given reaction. (1) Reactant: Cl[C:2]1[N:11]=[C:10]([NH:12][CH2:13][CH:14]([N:21]2[CH2:26][CH2:25][O:24][CH2:23][CH2:22]2)[C:15]2[CH:20]=[CH:19][CH:18]=[CH:17][CH:16]=2)[C:9]2[C:4](=[CH:5][CH:6]=[CH:7][CH:8]=2)[N:3]=1.[CH3:27][S:28]([NH:31][C:32]1[CH:37]=[CH:36][C:35](B(O)O)=[CH:34][CH:33]=1)(=[O:30])=[O:29].CN(C)C1C=CC(C2N=C(NCC(C3C=CC=CC=3)C3NC=CC=3)C3C(=CC=CC=3)N=2)=CC=1. Product: [O:24]1[CH2:25][CH2:26][N:21]([CH:14]([C:15]2[CH:20]=[CH:19][CH:18]=[CH:17][CH:16]=2)[CH2:13][NH:12][C:10]2[C:9]3[C:4](=[CH:5][CH:6]=[CH:7][CH:8]=3)[N:3]=[C:2]([C:35]3[CH:34]=[CH:33][C:32]([NH:31][S:28]([CH3:27])(=[O:29])=[O:30])=[CH:37][CH:36]=3)[N:11]=2)[CH2:22][CH2:23]1. The catalyst class is: 61. (2) Reactant: [C:1]1([CH2:7][N:8]2[CH2:13][CH2:12][O:11][CH2:10][C@@H:9]2[C:14]([O:16]CC)=[O:15])[CH:6]=[CH:5][CH:4]=[CH:3][CH:2]=1.O.[OH-].[Li+].[OH-].[Li+].Cl. Product: [C:1]1([CH2:7][N:8]2[CH2:13][CH2:12][O:11][CH2:10][C@@H:9]2[C:14]([OH:16])=[O:15])[CH:2]=[CH:3][CH:4]=[CH:5][CH:6]=1. The catalyst class is: 636. (3) Reactant: Cl[C:2]1[C:11]2[C:6](=[C:7]([C:12]3[CH:16]=[CH:15][S:14][CH:13]=3)[CH:8]=[CH:9][CH:10]=2)[CH:5]=[CH:4][N:3]=1.[N:17]1([C:22]2[CH:23]=[C:24]([NH2:28])[CH:25]=[CH:26][CH:27]=2)[CH:21]=[N:20][CH:19]=[N:18]1.C(=O)([O-])[O-].[K+].[K+]. Product: [S:14]1[CH:15]=[CH:16][C:12]([C:7]2[CH:8]=[CH:9][CH:10]=[C:11]3[C:6]=2[CH:5]=[CH:4][N:3]=[C:2]3[NH:28][C:24]2[CH:25]=[CH:26][CH:27]=[C:22]([N:17]3[CH:21]=[N:20][CH:19]=[N:18]3)[CH:23]=2)=[CH:13]1. The catalyst class is: 4. (4) The catalyst class is: 7. Reactant: [CH3:1][C:2]1([CH3:41])[CH2:11][C:10]2[N:9]=[C:8]([CH:12]([OH:14])[CH3:13])[C:7]3[C@@H:15]([C:23]4[CH:28]=[CH:27][C:26]([C:29]([F:32])([F:31])[F:30])=[CH:25][CH:24]=4)[O:16][C:17]4([CH2:22][CH2:21][O:20][CH2:19][CH2:18]4)[C:6]=3[C:5]=2[C@@H:4]([O:33][C:34]([CH3:40])([C:36]([CH3:39])([CH3:38])[CH3:37])[CH3:35])[CH2:3]1.[CH3:42]I. Product: [CH3:42][O:14][CH:12]([C:8]1[C:7]2[C@@H:15]([C:23]3[CH:24]=[CH:25][C:26]([C:29]([F:32])([F:31])[F:30])=[CH:27][CH:28]=3)[O:16][C:17]3([CH2:22][CH2:21][O:20][CH2:19][CH2:18]3)[C:6]=2[C:5]2[C@@H:4]([O:33][C:34]([CH3:40])([C:36]([CH3:39])([CH3:38])[CH3:37])[CH3:35])[CH2:3][C:2]([CH3:1])([CH3:41])[CH2:11][C:10]=2[N:9]=1)[CH3:13]. (5) Reactant: C([O:8][CH2:9][CH2:10][N:11]([CH3:23])[CH:12]1[CH2:15][N:14]([C:16]([O:18][C:19]([CH3:22])([CH3:21])[CH3:20])=[O:17])[CH2:13]1)C1C=CC=CC=1. Product: [OH:8][CH2:9][CH2:10][N:11]([CH3:23])[CH:12]1[CH2:15][N:14]([C:16]([O:18][C:19]([CH3:21])([CH3:20])[CH3:22])=[O:17])[CH2:13]1. The catalyst class is: 19. (6) Reactant: P(Cl)(Cl)([Cl:3])=O.[CH2:6]([O:13][C:14]1[CH:23]=[CH:22][C:21]2[N+:20]([O-])=[CH:19][C:18]3[N:25]=[C:26]([CH2:32][O:33][CH3:34])[N:27]([CH2:28][CH:29]([CH3:31])[CH3:30])[C:17]=3[C:16]=2[CH:15]=1)[C:7]1[CH:12]=[CH:11][CH:10]=[CH:9][CH:8]=1.C(=O)([O-])[O-].[K+].[K+]. Product: [CH2:6]([O:13][C:14]1[CH:23]=[CH:22][C:21]2[N:20]=[C:19]([Cl:3])[C:18]3[N:25]=[C:26]([CH2:32][O:33][CH3:34])[N:27]([CH2:28][CH:29]([CH3:31])[CH3:30])[C:17]=3[C:16]=2[CH:15]=1)[C:7]1[CH:12]=[CH:11][CH:10]=[CH:9][CH:8]=1. The catalyst class is: 3.